Dataset: Peptide-MHC class II binding affinity with 134,281 pairs from IEDB. Task: Regression. Given a peptide amino acid sequence and an MHC pseudo amino acid sequence, predict their binding affinity value. This is MHC class II binding data. (1) The peptide sequence is FDAFVAYHIGARIVS. The MHC is HLA-DPA10201-DPB11401 with pseudo-sequence HLA-DPA10201-DPB11401. The binding affinity (normalized) is 0.137. (2) The peptide sequence is VAIKGPLRISASSAA. The MHC is DRB1_0901 with pseudo-sequence DRB1_0901. The binding affinity (normalized) is 0.738. (3) The peptide sequence is QLSRKTFDTEYQKTK. The MHC is DRB4_0101 with pseudo-sequence DRB4_0103. The binding affinity (normalized) is 0.0712. (4) The peptide sequence is MLNIMNRRKRSVTML. The MHC is DRB1_1101 with pseudo-sequence DRB1_1101. The binding affinity (normalized) is 0.945. (5) The peptide sequence is AFAATHNPWASQRF. The MHC is DRB1_1302 with pseudo-sequence DRB1_1302. The binding affinity (normalized) is 0.204. (6) The peptide sequence is GFKAALAAAAGVPPADKYRT. The MHC is DRB4_0101 with pseudo-sequence DRB4_0103. The binding affinity (normalized) is 0.519. (7) The binding affinity (normalized) is 0.363. The peptide sequence is DKYNKQLMVSSCVTS. The MHC is DRB4_0101 with pseudo-sequence DRB4_0103. (8) The peptide sequence is SWIRSCPDLKDCLID. The MHC is H-2-IAb with pseudo-sequence H-2-IAb. The binding affinity (normalized) is 0. (9) The peptide sequence is RDHYILYCEGELHGRQ. The MHC is DRB1_0701 with pseudo-sequence DRB1_0701. The binding affinity (normalized) is 0.230.